Dataset: Forward reaction prediction with 1.9M reactions from USPTO patents (1976-2016). Task: Predict the product of the given reaction. (1) Given the reactants Cl[N:2]1[CH:11]=[C:10]([Cl:12])[C:9]2[C:4](=[CH:5][C:6]([O:13][CH3:14])=[CH:7][CH:8]=2)[CH2:3]1.[F:15][C:16]1[CH:17]=[C:18](B(O)O)[CH:19]=[CH:20][C:21]=1[O:22][CH:23]([CH3:25])[CH3:24].C([O-])([O-])=O.[K+].[K+], predict the reaction product. The product is: [Cl:12][C:10]1[C:9]2[C:4](=[CH:5][C:6]([O:13][CH3:14])=[CH:7][CH:8]=2)[CH2:3][N:2]([C:18]2[CH:19]=[CH:20][C:21]([O:22][CH:23]([CH3:24])[CH3:25])=[C:16]([F:15])[CH:17]=2)[CH:11]=1. (2) Given the reactants [CH3:1][O:2][C:3]1[CH:4]=[C:5]([C:25]([OH:27])=O)[C:6]2[CH2:7][CH:8]([C:17]3[CH:22]=[CH:21][C:20]([O:23][CH3:24])=[CH:19][CH:18]=3)[CH:9]3[CH:14]([C:15]=2[CH:16]=1)[CH2:13][CH2:12][CH2:11][CH2:10]3.S(Cl)([Cl:30])=O, predict the reaction product. The product is: [CH3:1][O:2][C:3]1[CH:4]=[C:5]([C:25]([Cl:30])=[O:27])[C:6]2[CH2:7][CH:8]([C:17]3[CH:22]=[CH:21][C:20]([O:23][CH3:24])=[CH:19][CH:18]=3)[CH:9]3[CH:14]([C:15]=2[CH:16]=1)[CH2:13][CH2:12][CH2:11][CH2:10]3.